This data is from Forward reaction prediction with 1.9M reactions from USPTO patents (1976-2016). The task is: Predict the product of the given reaction. Given the reactants [C:1]1([C:7]2[C:15]3[C:10](=[CH:11][CH:12]=[C:13]([C:16]([O:18][CH3:19])=[O:17])[CH:14]=3)[NH:9][C:8]=2[C:20]2[CH:25]=[CH:24][CH:23]=[CH:22][CH:21]=2)[CH2:6][CH2:5][CH2:4][CH2:3][CH:2]=1.C([O-])=O.[NH4+], predict the reaction product. The product is: [CH:1]1([C:7]2[C:15]3[C:10](=[CH:11][CH:12]=[C:13]([C:16]([O:18][CH3:19])=[O:17])[CH:14]=3)[NH:9][C:8]=2[C:20]2[CH:25]=[CH:24][CH:23]=[CH:22][CH:21]=2)[CH2:6][CH2:5][CH2:4][CH2:3][CH2:2]1.